From a dataset of Reaction yield outcomes from USPTO patents with 853,638 reactions. Predict the reaction yield, written as a fraction of the theoretical maximum amount of product (1.0 means a 100% yield; for example, 0.34 means a 34% yield). (1) The reactants are [C:1]([C:5]1[CH:10]=[C:9](Cl)[N:8]=[C:7]([Cl:12])[N:6]=1)([CH3:4])([CH3:3])[CH3:2].[C:13]([NH2:17])([CH3:16])([CH3:15])[CH3:14]. No catalyst specified. The product is [C:13]([NH:17][C:9]1[CH:10]=[C:5]([C:1]([CH3:4])([CH3:3])[CH3:2])[N:6]=[C:7]([Cl:12])[N:8]=1)([CH3:16])([CH3:15])[CH3:14]. The yield is 0.180. (2) The reactants are [CH:1]1([C:5]([NH:7][CH2:8][C:9](OCC)=[O:10])=O)[CH2:4][CH2:3][CH2:2]1.B#B.CO.Cl. The catalyst is O1CCCC1. The product is [CH:1]1([CH2:5][NH:7][CH2:8][CH2:9][OH:10])[CH2:4][CH2:3][CH2:2]1. The yield is 0.780. (3) The reactants are [CH:1]1([N:4]2[CH2:9][CH2:8][C:7]([S:20]([C:23]3[CH:28]=[CH:27][C:26]([C:29]4[CH:34]=[CH:33][C:32]([O:35][C:36]([F:41])([F:40])[CH:37]([F:39])[F:38])=[CH:31][CH:30]=4)=[CH:25][CH:24]=3)(=[O:22])=[O:21])([C:10]([NH:12][O:13]C3CCCCO3)=[O:11])[CH2:6][CH2:5]2)[CH2:3][CH2:2]1.CO.[ClH:44]. The catalyst is O1CCOCC1. The product is [ClH:44].[OH:13][NH:12][C:10]([C:7]1([S:20]([C:23]2[CH:24]=[CH:25][C:26]([C:29]3[CH:34]=[CH:33][C:32]([O:35][C:36]([F:41])([F:40])[CH:37]([F:39])[F:38])=[CH:31][CH:30]=3)=[CH:27][CH:28]=2)(=[O:22])=[O:21])[CH2:6][CH2:5][N:4]([CH:1]2[CH2:3][CH2:2]2)[CH2:9][CH2:8]1)=[O:11]. The yield is 0.780. (4) The reactants are [F:1][C:2]([F:21])([F:20])[C:3]1[CH:8]=[CH:7][C:6]([C:9]2[CH:10]=[C:11](C#N)[C:12]3[N:13]([CH:15]=[CH:16][N:17]=3)[CH:14]=2)=[CH:5][CH:4]=1.[I:22]Cl. No catalyst specified. The product is [I:22][C:15]1[N:13]2[CH:14]=[C:9]([C:6]3[CH:7]=[CH:8][C:3]([C:2]([F:21])([F:20])[F:1])=[CH:4][CH:5]=3)[CH:10]=[CH:11][C:12]2=[N:17][CH:16]=1. The yield is 0.670. (5) The reactants are [CH3:1][O:2][C:3]1[CH:12]=[C:11]([O:13][CH3:14])[CH:10]=[C:9]2[C:4]=1[C:5](=[O:27])[NH:6][C:7]([C:15]1[CH:20]=[CH:19][C:18]([N:21]3[CH2:26][CH2:25][NH:24][CH2:23][CH2:22]3)=[CH:17][CH:16]=1)=[N:8]2.CCN(CC)CC.[C:35](Cl)(=[O:39])[CH:36]([CH3:38])[CH3:37]. The catalyst is C(Cl)Cl. The product is [C:35]([N:24]1[CH2:23][CH2:22][N:21]([C:18]2[CH:19]=[CH:20][C:15]([C:7]3[NH:6][C:5](=[O:27])[C:4]4[C:9](=[CH:10][C:11]([O:13][CH3:14])=[CH:12][C:3]=4[O:2][CH3:1])[N:8]=3)=[CH:16][CH:17]=2)[CH2:26][CH2:25]1)(=[O:39])[CH:36]([CH3:38])[CH3:37]. The yield is 0.500.